Predict the product of the given reaction. From a dataset of Forward reaction prediction with 1.9M reactions from USPTO patents (1976-2016). (1) Given the reactants [CH2:1]([O:3][C:4]([C:6]1[C:10]([CH3:11])=[CH:9][NH:8][C:7]=1[CH2:12][C:13](=O)[NH:14][CH2:15][CH2:16][N:17]([CH3:19])[CH3:18])=[O:5])[CH3:2].O.Cl.[OH-].[Na+], predict the reaction product. The product is: [CH2:1]([O:3][C:4]([C:6]1[C:10]([CH3:11])=[CH:9][NH:8][C:7]=1[CH2:12][CH2:13][NH:14][CH2:15][CH2:16][N:17]([CH3:19])[CH3:18])=[O:5])[CH3:2]. (2) Given the reactants [Cl:1][CH2:2][C:3]#[N:4].S(=O)(=O)(O)O.O[C:11]12[CH2:20][CH:15]3[CH2:16][CH:17]([CH2:19][C:13]([NH:21][C:22]([C:24]4[CH:29]=[CH:28][CH:27]=[CH:26][N:25]=4)=[O:23])([CH2:14]3)[CH2:12]1)[CH2:18]2.[OH-:30].[Na+], predict the reaction product. The product is: [Cl:1][CH2:2][C:3]([NH:4][C:15]12[CH2:20][CH:11]3[CH2:18][CH:17]([CH2:19][C:13]([NH:21][C:22]([C:24]4[CH:29]=[CH:28][CH:27]=[CH:26][N:25]=4)=[O:23])([CH2:12]3)[CH2:14]1)[CH2:16]2)=[O:30].